Dataset: Forward reaction prediction with 1.9M reactions from USPTO patents (1976-2016). Task: Predict the product of the given reaction. (1) Given the reactants [NH2:1][C:2]1[CH:3]=[C:4]([N+:11]([O-:13])=[O:12])[CH:5]=[C:6]([CH:10]=1)[C:7]([OH:9])=[O:8].[CH3:14]O, predict the reaction product. The product is: [CH3:14][O:8][C:7](=[O:9])[C:6]1[CH:10]=[C:2]([NH2:1])[CH:3]=[C:4]([N+:11]([O-:13])=[O:12])[CH:5]=1. (2) Given the reactants [OH-].[K+].[N+:3]([C:6]1[CH:7]=[N:8][NH:9][CH:10]=1)([O-:5])=[O:4].Br[CH2:12][C:13]([OH:15])=[O:14], predict the reaction product. The product is: [N+:3]([C:6]1[CH:7]=[N:8][N:9]([CH2:12][C:13]([OH:15])=[O:14])[CH:10]=1)([O-:5])=[O:4]. (3) Given the reactants [CH2:1]([N:3]([CH2:21][CH3:22])[CH2:4][CH2:5][NH:6][C:7]([C:9]1[C:13]([C:14]([F:17])([F:16])[F:15])=[C:12]([CH:18]=O)[NH:11][C:10]=1[CH3:20])=[O:8])[CH3:2].[NH2:23][C:24]1[N:25]=[C:26]([Cl:45])[C:27]2[CH2:32][C:31](=[O:33])[N:30]([CH2:34][C:35]3[C:40]([CH3:41])=[C:39]([O:42][CH3:43])[C:38]([CH3:44])=[CH:37][N:36]=3)[C:28]=2[N:29]=1, predict the reaction product. The product is: [NH2:23][C:24]1[N:25]=[C:26]([Cl:45])[C:27]2=[C:28]([N:30]([CH2:34][C:35]3[C:40]([CH3:41])=[C:39]([O:42][CH3:43])[C:38]([CH3:44])=[CH:37][N:36]=3)[C:31](=[O:33])/[C:32]/2=[CH:18]\[C:12]2[NH:11][C:10]([CH3:20])=[C:9]([C:7]([NH:6][CH2:5][CH2:4][N:3]3[CH2:21][CH2:22][CH2:2][CH2:1]3)=[O:8])[C:13]=2[C:14]([F:17])([F:16])[F:15])[N:29]=1. (4) Given the reactants [F:1][C:2]1[CH:10]=[CH:9][C:5]([C:6]([OH:8])=O)=[CH:4][N:3]=1.[CH2:11]([N:15]([CH3:21])[CH2:16][CH2:17][CH2:18][CH2:19][NH2:20])[CH2:12][CH2:13][CH3:14].C1C=CC2N(O)N=NC=2C=1.CCN=C=NCCCN(C)C.CCN(C(C)C)C(C)C, predict the reaction product. The product is: [F:1][C:2]1[CH:10]=[CH:9][C:5]([C:6]([NH:20][CH2:19][CH2:18][CH2:17][CH2:16][N:15]([CH2:11][CH2:12][CH2:13][CH3:14])[CH3:21])=[O:8])=[CH:4][N:3]=1. (5) Given the reactants [CH2:1]([O:3][C:4]([C:6]1[C:7]2[S:15][CH:14]=[C:13]([CH2:16][O:17][C:18]3[CH:23]=[CH:22][CH:21]=[C:20]([NH2:24])[CH:19]=3)[C:8]=2[C:9]([Cl:12])=[N:10][CH:11]=1)=[O:5])[CH3:2].[CH3:25][C:26]1[CH:34]=[CH:33][C:29]([C:30](Cl)=[O:31])=[CH:28][N:27]=1.CC1C=CC(C(O)=O)=CN=1.C(Cl)(=O)C(Cl)=O.C(OC(C1C2SC=C(COC3C=CC=C(NS(C4C=CC(Cl)=CC=4)(=O)=O)C=3)C=2C(Cl)=NC=1)=O)C, predict the reaction product. The product is: [CH2:1]([O:3][C:4]([C:6]1[C:7]2[S:15][CH:14]=[C:13]([CH2:16][O:17][C:18]3[CH:23]=[CH:22][CH:21]=[C:20]([NH:24][C:30]([C:29]4[CH:28]=[N:27][C:26]([CH3:25])=[CH:34][CH:33]=4)=[O:31])[CH:19]=3)[C:8]=2[C:9]([Cl:12])=[N:10][CH:11]=1)=[O:5])[CH3:2]. (6) Given the reactants [CH3:1][O:2][CH2:3][N:4]1[CH:8]=[C:7]([N+:9]([O-])=O)[N:6]=[CH:5]1.[H][H].[Cl:14][C:15]1[N:20]=[C:19](Cl)[N:18]=[C:17]([Cl:22])[N:16]=1, predict the reaction product. The product is: [Cl:14][C:15]1[N:16]=[C:17]([Cl:22])[N:18]=[C:19]([NH:9][C:7]2[N:6]=[CH:5][N:4]([CH2:3][O:2][CH3:1])[CH:8]=2)[N:20]=1. (7) The product is: [CH3:16][O:15][CH2:14][CH2:13][N:5]([CH2:4][CH2:3][O:2][CH3:1])[C:6]1[N:7]=[CH:8][N:9]=[C:10]([NH:12][C:20]2[S:21][C:22]([C:25]#[N:26])=[CH:23][N:24]=2)[CH:11]=1. Given the reactants [CH3:1][O:2][CH2:3][CH2:4][N:5]([CH2:13][CH2:14][O:15][CH3:16])[C:6]1[CH:11]=[C:10]([NH2:12])[N:9]=[CH:8][N:7]=1.[H-].[Na+].Cl[C:20]1[S:21][C:22]([C:25]#[N:26])=[CH:23][N:24]=1, predict the reaction product. (8) Given the reactants [Br:1][C:2]1[CH:3]=[C:4]([OH:8])[CH:5]=[N:6][CH:7]=1.[H-].[Na+].Br[CH2:12][C:13]([C:15]1[CH:20]=[CH:19][C:18]([O:21][C:22]([F:25])([F:24])[F:23])=[CH:17][CH:16]=1)=[O:14].[Cl-].[NH4+], predict the reaction product. The product is: [Br:1][C:2]1[CH:3]=[C:4]([O:8][CH2:12][C:13]([C:15]2[CH:16]=[CH:17][C:18]([O:21][C:22]([F:23])([F:24])[F:25])=[CH:19][CH:20]=2)=[O:14])[CH:5]=[N:6][CH:7]=1. (9) Given the reactants FC1C=C(C(Cl)=O)C=CC=1.[CH3:11][O:12][C:13]1[CH:14]=[C:15]2[C:20](=[CH:21][C:22]=1[O:23][CH3:24])[N:19]=[CH:18][N:17]=[C:16]2[O:25][C:26]1[CH:32]=[CH:31][C:29]([NH2:30])=[CH:28][CH:27]=1.[F:33][C:34]1[CH:35]=[C:36]([C:40]([N:42]=[C:43]=[S:44])=[O:41])[CH:37]=[CH:38][CH:39]=1, predict the reaction product. The product is: [F:33][C:34]1[CH:35]=[C:36]([C:40]([N:42]=[C:43]=[S:44])=[O:41])[CH:37]=[CH:38][CH:39]=1.[CH3:11][O:12][C:13]1[CH:14]=[C:15]2[C:20](=[CH:21][C:22]=1[O:23][CH3:24])[N:19]=[CH:18][N:17]=[C:16]2[O:25][C:26]1[CH:32]=[CH:31][C:29]([NH:30][C:43]([NH:42][C:40](=[O:41])[C:36]2[CH:37]=[CH:38][CH:39]=[C:34]([F:33])[CH:35]=2)=[S:44])=[CH:28][CH:27]=1. (10) Given the reactants C(NC(C)C)(C)C.C([Li])CCC.C(N(C(C)C)[Li])(C)C.[CH3:21][CH:22]1[CH2:27][CH2:26][C:25](=[O:28])[CH2:24][CH2:23]1.[CH3:29][Si:30](Cl)([CH3:32])[CH3:31].C(=O)(O)[O-].[Na+], predict the reaction product. The product is: [CH3:21][CH:22]1[CH2:27][CH2:26][C:25]([O:28][Si:30]([CH3:32])([CH3:31])[CH3:29])=[CH:24][CH2:23]1.